Dataset: Forward reaction prediction with 1.9M reactions from USPTO patents (1976-2016). Task: Predict the product of the given reaction. (1) Given the reactants [Br:1][C:2]1[C:3](=[O:17])[N:4]([CH2:9][C:10]2[CH:15]=[CH:14][C:13]([Cl:16])=[CH:12][CH:11]=2)[C:5](=[O:8])[NH:6][N:7]=1.[OH:18][CH2:19][C:20]1[CH:25]=[CH:24][CH:23]=[CH:22][C:21]=1B(O)O.N1C=CC=CC=1, predict the reaction product. The product is: [Br:1][C:2]1[C:3](=[O:17])[N:4]([CH2:9][C:10]2[CH:15]=[CH:14][C:13]([Cl:16])=[CH:12][CH:11]=2)[C:5](=[O:8])[N:6]([C:21]2[CH:22]=[CH:23][CH:24]=[CH:25][C:20]=2[CH2:19][OH:18])[N:7]=1. (2) Given the reactants [F:1][C:2]1[CH:3]=[N:4][C:5]2[CH:6]=[CH:7][C:8](=[O:17])[N:9]3[CH2:13][C:12]([OH:16])([CH2:14][OH:15])[C:11]=1[C:10]=23.[Cl:18]N1C(=O)CCC1=O, predict the reaction product. The product is: [Cl:18][C:7]1[C:8](=[O:17])[N:9]2[CH2:13][C:12]([OH:16])([CH2:14][OH:15])[C:11]3=[C:2]([F:1])[CH:3]=[N:4][C:5]([CH:6]=1)=[C:10]23. (3) Given the reactants [OH:1][C:2]1[CH:3]=[C:4]([CH2:8][NH:9][C:10](=[O:18])[C:11]2[CH:16]=[CH:15][CH:14]=[N:13][C:12]=2[NH2:17])[CH:5]=[CH:6][CH:7]=1.Br[CH2:20][C:21]#[C:22][CH2:23][CH3:24].[C:25](=O)([O-])[O-].[Cs+].[Cs+].CN(C=O)C, predict the reaction product. The product is: [CH2:20]([O:1][C:2]1[CH:3]=[C:4]([CH2:8][NH:9][C:10](=[O:18])[C:11]2[CH:16]=[CH:15][CH:14]=[N:13][C:12]=2[NH2:17])[CH:5]=[CH:6][CH:7]=1)[C:21]#[C:22][CH2:23][CH2:24][CH3:25]. (4) Given the reactants [O:1]1[C:5]2[CH:6]=[CH:7][CH:8]=[CH:9][C:4]=2[N:3]=[C:2]1[NH:10][C@@H:11]([CH2:16][C:17]1[CH:22]=[CH:21][C:20]([OH:23])=[CH:19][CH:18]=1)[C:12]([O:14][CH3:15])=[O:13].[H-].[Na+].C1(C)C=CC(S(OC[CH2:37][C:38]2[O:42][C:41]([C:43]3[CH:48]=[C:47]([O:49][CH3:50])[C:46]([O:51][CH3:52])=[C:45]([O:53][CH3:54])[CH:44]=3)=[N:40][C:39]=2[CH3:55])(=O)=O)=CC=1.O.[CH3:58]N(C)C=O, predict the reaction product. The product is: [O:1]1[C:5]2[CH:6]=[CH:7][CH:8]=[CH:9][C:4]=2[N:3]=[C:2]1[NH:10][C@@H:11]([CH2:16][C:17]1[CH:22]=[CH:21][C:20]([O:23][CH2:58][CH2:55][C:39]2[N:40]=[C:41]([C:43]3[CH:44]=[C:45]([O:53][CH3:54])[C:46]([O:51][CH3:52])=[C:47]([O:49][CH3:50])[CH:48]=3)[O:42][C:38]=2[CH3:37])=[CH:19][CH:18]=1)[C:12]([O:14][CH3:15])=[O:13]. (5) The product is: [Cl:1][C:2]1[CH:7]=[C:6]([N+:8]([O-:10])=[O:9])[C:5]([O:11][CH3:12])=[CH:4][C:3]=1[C:13]([OH:14])=[O:20]. Given the reactants [Cl:1][C:2]1[CH:7]=[C:6]([N+:8]([O-:10])=[O:9])[C:5]([O:11][CH3:12])=[CH:4][C:3]=1[CH3:13].[O-:14][Mn](=O)(=O)=O.[K+].[OH2:20], predict the reaction product. (6) Given the reactants N[C:2]1[CH:7]=[CH:6][C:5]([N:8]2[CH:12]=[C:11]([Br:13])[CH:10]=[C:9]2[C:14]([O:16][CH3:17])=[O:15])=[C:4]([Cl:18])[CH:3]=1.N([O-])=O.[Na+].C(=O)([O-])[O-].[K+].[K+], predict the reaction product. The product is: [Br:13][C:11]1[CH:10]=[C:9]([C:14]([O:16][CH3:17])=[O:15])[N:8]([C:5]2[CH:6]=[CH:7][CH:2]=[CH:3][C:4]=2[Cl:18])[CH:12]=1. (7) Given the reactants Cl[C:2]1[N:3]=[CH:4][C:5]2[C:10]([C:11]=1[CH3:12])=[CH:9][CH:8]=[C:7]([O:13][CH3:14])[CH:6]=2.[C:15]([C:18]1[CH:23]=[CH:22][C:21](B(O)O)=[CH:20][CH:19]=1)([OH:17])=[O:16].C([O-])([O-])=O.[K+].[K+].O, predict the reaction product. The product is: [CH3:14][O:13][C:7]1[CH:6]=[C:5]2[C:10]([C:11]([CH3:12])=[C:2]([C:21]3[CH:22]=[CH:23][C:18]([C:15]([OH:17])=[O:16])=[CH:19][CH:20]=3)[N:3]=[CH:4]2)=[CH:9][CH:8]=1. (8) Given the reactants [OH:1][C:2]1([C:9]2[CH:10]=[N:11][CH:12]=[N:13][CH:14]=2)[CH2:7][CH2:6][C:5](=O)[CH2:4][CH2:3]1.[NH:15]1[CH2:18][CH:17]([NH:19][C:20]([CH2:22][NH:23][C:24](=[O:35])[C:25]2[CH:30]=[CH:29][CH:28]=[C:27]([C:31]([F:34])([F:33])[F:32])[CH:26]=2)=[O:21])[CH2:16]1, predict the reaction product. The product is: [OH:1][C:2]1([C:9]2[CH:10]=[N:11][CH:12]=[N:13][CH:14]=2)[CH2:7][CH2:6][CH:5]([N:15]2[CH2:18][CH:17]([NH:19][C:20]([CH2:22][NH:23][C:24](=[O:35])[C:25]3[CH:30]=[CH:29][CH:28]=[C:27]([C:31]([F:34])([F:32])[F:33])[CH:26]=3)=[O:21])[CH2:16]2)[CH2:4][CH2:3]1.